From a dataset of Reaction yield outcomes from USPTO patents with 853,638 reactions. Predict the reaction yield, written as a fraction of the theoretical maximum amount of product (1.0 means a 100% yield; for example, 0.34 means a 34% yield). (1) The reactants are [C:1]1([Mg]Br)[CH:6]=[CH:5][CH:4]=[CH:3][CH:2]=1.[CH:9](=[O:13])/[CH:10]=[CH:11]/[CH3:12].[Cl-].[NH4+]. The catalyst is O1CCCC1.CCOCC. The product is [C:1]1([CH:9]([OH:13])[CH:10]=[CH:11][CH3:12])[CH:6]=[CH:5][CH:4]=[CH:3][CH:2]=1. The yield is 0.999. (2) The yield is 0.343. The reactants are [Cl:1][C:2]1[N:3]=[C:4](Cl)[C:5]2[CH2:10][CH2:9][CH:8]([C:11]3[CH:16]=[CH:15][C:14]([Cl:17])=[CH:13][CH:12]=3)[C:6]=2[N:7]=1.C[CH2:20][N:21](C(C)C)C(C)C. The catalyst is CO. The product is [Cl:1][C:2]1[N:3]=[C:4]([NH:21][CH3:20])[C:5]2[CH2:10][CH2:9][CH:8]([C:11]3[CH:16]=[CH:15][C:14]([Cl:17])=[CH:13][CH:12]=3)[C:6]=2[N:7]=1. (3) The reactants are Br[C:2]1[CH:3]=[C:4]2[C:9](=[CH:10][CH:11]=1)[N:8]=[CH:7][CH:6]=[C:5]2[N:12]1[CH2:17][CH2:16][O:15][CH2:14][CH2:13]1.C([Li])CCC.CN(C)[CH:25]=[O:26]. The catalyst is C1COCC1.[Cl-].[NH4+]. The product is [N:12]1([C:5]2[C:4]3[C:9](=[CH:10][CH:11]=[C:2]([CH:25]=[O:26])[CH:3]=3)[N:8]=[CH:7][CH:6]=2)[CH2:17][CH2:16][O:15][CH2:14][CH2:13]1. The yield is 0.445. (4) The reactants are [Cl:1][C:2]1[CH:7]=[C:6]([N+:8]([O-:10])=[O:9])[CH:5]=[CH:4][C:3]=1[OH:11].Cl.Cl[CH2:14][C:15]1[CH:20]=[CH:19][CH:18]=[CH:17][N:16]=1.C(=O)([O-])[O-].[Cs+].[Cs+].[I-].[Na+]. The product is [Cl:1][C:2]1[CH:7]=[C:6]([N+:8]([O-:10])=[O:9])[CH:5]=[CH:4][C:3]=1[O:11][CH2:14][C:15]1[CH:20]=[CH:19][CH:18]=[CH:17][N:16]=1. The catalyst is C(#N)C. The yield is 0.520. (5) The product is [C:16]([O:15][C:13]([C:11]1[N:10]=[N:9][N:8]([CH2:7][CH2:6][CH2:5][CH2:4][N:1]2[CH:25]=[C:23]([C:22]([O:28][CH3:27])=[O:21])[N:3]=[N:2]2)[CH:12]=1)=[O:14])([CH3:19])([CH3:18])[CH3:17]. The catalyst is CC(O)(C)C.O. The yield is 0.810. The reactants are [N:1]([CH2:4][CH2:5][CH2:6][CH2:7][N:8]1[CH:12]=[C:11]([C:13]([O:15][C:16]([CH3:19])([CH3:18])[CH3:17])=[O:14])[N:10]=[N:9]1)=[N+:2]=[N-:3].[Na].[O:21]=[C:22]1[O:28][C@H:27]([C@H](CO)O)[C:25](O)=[C:23]1O.C(OC)(=O)C#C. (6) The reactants are P12(SP3(SP(SP(S3)(S1)=S)(=S)S2)=S)=[S:2].C([O-])([O-])=O.[Na+].[Na+].[Cl:21][C:22]1[CH:27]=[CH:26][C:25]([C:28]2[C:34]3[CH:35]=[C:36]([O:39][CH3:40])[CH:37]=[CH:38][C:33]=3[NH:32][C:31](=O)[C@H:30]([CH2:42][C:43]([O:45][CH3:46])=[O:44])[N:29]=2)=[CH:24][CH:23]=1. The catalyst is ClCCCl. The product is [Cl:21][C:22]1[CH:27]=[CH:26][C:25]([C:28]2[C:34]3[CH:35]=[C:36]([O:39][CH3:40])[CH:37]=[CH:38][C:33]=3[NH:32][C:31](=[S:2])[C@H:30]([CH2:42][C:43]([O:45][CH3:46])=[O:44])[N:29]=2)=[CH:24][CH:23]=1. The yield is 0.980. (7) The reactants are [Cl:1][CH2:2][C:3]([C:5]1[CH:10]=[CH:9][CH:8]=[C:7]([Cl:11])[CH:6]=1)=[O:4].C(N(CC)CC)C.C(O)=O.Cl. The catalyst is C1(C)C=CC(S(N[C@H](C2C=CC=CC=2)[C@@H](C2C=CC=CC=2)N)(=O)=O)=CC=1.Cl[Rh+]C1(C)C(C)=C(C)C(C)=C1C.C(OCC)(=O)C. The product is [Cl:1][CH2:2][CH:3]([C:5]1[CH:10]=[CH:9][CH:8]=[C:7]([Cl:11])[CH:6]=1)[OH:4]. The yield is 0.934. (8) The reactants are [CH3:1][NH:2][N:3]=[CH:4][C:5](=[O:7])[CH3:6].[CH2:8]([C:14]1[CH:19]=[CH:18][C:17]([C:20](=O)[CH:21]=[O:22])=[CH:16][CH:15]=1)[CH2:9][CH2:10][CH2:11][CH2:12][CH3:13].C(Cl)(Cl)Cl.CCCCCC.C(OCC)(=O)C. The catalyst is C(O)(=O)C. The product is [CH2:8]([C:14]1[CH:19]=[CH:18][C:17]([C:20]2[N:2]([CH3:1])[N:3]=[C:4]([C:5](=[O:7])[CH3:6])[C:21]=2[OH:22])=[CH:16][CH:15]=1)[CH2:9][CH2:10][CH2:11][CH2:12][CH3:13]. The yield is 0.0600.